From a dataset of Full USPTO retrosynthesis dataset with 1.9M reactions from patents (1976-2016). Predict the reactants needed to synthesize the given product. Given the product [N:1]1([C:7]2[N:12]=[CH:11][CH:10]=[CH:9][N:8]=2)[CH:5]=[CH:4][CH:3]=[N:2]1, predict the reactants needed to synthesize it. The reactants are: [NH:1]1[CH:5]=[CH:4][CH:3]=[N:2]1.Br[C:7]1[N:12]=[CH:11][CH:10]=[CH:9][N:8]=1.N1C2C(=CC=C3C=2N=CC=C3)C=CC=1.C(OCC)(=O)C.